Dataset: Peptide-MHC class II binding affinity with 134,281 pairs from IEDB. Task: Regression. Given a peptide amino acid sequence and an MHC pseudo amino acid sequence, predict their binding affinity value. This is MHC class II binding data. (1) The peptide sequence is KYFAATQFEPLAARL. The MHC is HLA-DPA10201-DPB10101 with pseudo-sequence HLA-DPA10201-DPB10101. The binding affinity (normalized) is 0.789. (2) The peptide sequence is CDDALIEGITLLNAK. The MHC is HLA-DQA10501-DQB10201 with pseudo-sequence HLA-DQA10501-DQB10201. The binding affinity (normalized) is 0.323. (3) The binding affinity (normalized) is 0.661. The peptide sequence is SDSRALARRFHFDMNIEVIS. The MHC is DRB1_0401 with pseudo-sequence DRB1_0401. (4) The peptide sequence is LDKFLANVSTVLTGK. The MHC is DRB1_0101 with pseudo-sequence DRB1_0101. The binding affinity (normalized) is 0.889.